Dataset: Forward reaction prediction with 1.9M reactions from USPTO patents (1976-2016). Task: Predict the product of the given reaction. (1) Given the reactants COC1C=C(OC)C=CC=1C[N:12]([CH:21]([CH2:59][CH2:60][CH2:61][C:62]1[CH:67]=[CH:66][C:65]([N+:68]([O-:70])=[O:69])=[CH:64][CH:63]=1)[CH2:22][N:23]1[CH2:34][CH2:33][N:32]([CH2:35][C:36](=[O:42])[O:37]C(C)(C)C)[CH2:31][CH2:30][N:29]([CH2:43][C:44](=[O:50])[O:45]C(C)(C)C)[CH2:28][CH2:27][N:26]([CH2:51][C:52]([O:54]C(C)(C)C)=[O:53])[CH2:25][CH2:24]1)[CH2:13][C:14]([O:16]C(C)(C)C)=[O:15].Cl, predict the reaction product. The product is: [N+:68]([C:65]1[CH:66]=[CH:67][C:62]([CH2:61][CH2:60][CH2:59][CH:21]([NH:12][CH2:13][C:14]([OH:16])=[O:15])[CH2:22][N:23]2[CH2:24][CH2:25][N:26]([CH2:51][C:52]([OH:54])=[O:53])[CH2:27][CH2:28][N:29]([CH2:43][C:44]([OH:50])=[O:45])[CH2:30][CH2:31][N:32]([CH2:35][C:36]([OH:42])=[O:37])[CH2:33][CH2:34]2)=[CH:63][CH:64]=1)([O-:70])=[O:69]. (2) Given the reactants C(N(CC)CC)C.[CH:8]([C:10]1[C:18]2[C:13](=[CH:14][CH:15]=[CH:16][CH:17]=2)[N:12](C(OC(C)(C)C)=O)[CH:11]=1)=[O:9].[CH3:26][O:27][C:28]1[CH:29]=[C:30]([CH:35]=[C:36]([N:38]=[CH:39][C:40]2[CH:45]=[N:44][C:43]([O:46][CH3:47])=[CH:42][N:41]=2)[CH:37]=1)[O:31][CH2:32][CH2:33][OH:34], predict the reaction product. The product is: [OH:34][CH2:33][CH2:32][O:31][C:30]1[CH:35]=[C:36]([NH:38][CH:39]([C:40]2[CH:45]=[N:44][C:43]([O:46][CH3:47])=[CH:42][N:41]=2)[C:8]([C:10]2[C:18]3[C:13](=[CH:14][CH:15]=[CH:16][CH:17]=3)[NH:12][CH:11]=2)=[O:9])[CH:37]=[C:28]([O:27][CH3:26])[CH:29]=1. (3) The product is: [CH:7]([C:3]1[CH:2]=[C:1]([CH:9]=[C:13]([C:17]([O:19][CH2:28][CH3:29])=[O:18])[C:14]([O:16][CH2:23][CH3:24])=[O:15])[CH:6]=[CH:5][CH:4]=1)=[O:8]. Given the reactants [C:1]1([CH:9]=O)[CH:6]=[CH:5][CH:4]=[C:3]([CH:7]=[O:8])[CH:2]=1.C([C:13](CC)([C:17]([O-:19])=[O:18])[C:14]([O-:16])=[O:15])C.N1CCC[CH2:24][CH2:23]1.[CH3:28][C:29](O)=O, predict the reaction product. (4) Given the reactants [OH:1][C:2]1[CH:7]=[CH:6][C:5]([CH2:8][C:9]([O:11][CH2:12][CH3:13])=[O:10])=[CH:4][CH:3]=1.C([O-])([O-])=O.[K+].[K+].Cl[CH2:21][C:22]1[CH:31]=[CH:30][C:29]2[C:24](=[CH:25][CH:26]=[CH:27][CH:28]=2)[N:23]=1, predict the reaction product. The product is: [N:23]1[C:24]2[C:29](=[CH:28][CH:27]=[CH:26][CH:25]=2)[CH:30]=[CH:31][C:22]=1[CH2:21][O:1][C:2]1[CH:3]=[CH:4][C:5]([CH2:8][C:9]([O:11][CH2:12][CH3:13])=[O:10])=[CH:6][CH:7]=1. (5) Given the reactants O[C:2]12[CH2:11][CH:6]3[CH2:7][CH:8]([CH2:10][C:4]([C:12]([OH:14])=O)([CH2:5]3)[CH2:3]1)[CH2:9]2.Cl.CN(C)CCCN=C=NCC.[OH:27]N1C2C=CC=CC=2N=N1.Cl.[CH3:38][NH:39][O:40][CH3:41].C(N(CC)C(C)C)(C)C.[Cl-].[NH4+], predict the reaction product. The product is: [OH:27][C:2]12[CH2:9][CH:8]3[CH2:7][CH:6]([CH2:5][C:4]([C:12]([N:39]([O:40][CH3:41])[CH3:38])=[O:14])([CH2:10]3)[CH2:3]1)[CH2:11]2. (6) Given the reactants [CH2:1]([N:8]1[CH2:24][CH2:23][C:12]2=[C:13]([CH2:20][CH2:21]O)[C:14]3[CH:15]=[CH:16][CH:17]=[CH:18][C:19]=3[N:11]2[CH2:10][CH2:9]1)[C:2]1[CH:7]=[CH:6][CH:5]=[CH:4][CH:3]=1.CS(Cl)(=O)=O.C(N(CC)CC)C.[CH2:37]([NH2:44])[C:38]1[CH:43]=[CH:42][CH:41]=[CH:40][CH:39]=1.C(=O)([O-])[O-].[K+].[K+], predict the reaction product. The product is: [CH2:37]([NH:44][CH2:21][CH2:20][C:13]1[C:14]2[CH:15]=[CH:16][CH:17]=[CH:18][C:19]=2[N:11]2[CH2:10][CH2:9][N:8]([CH2:1][C:2]3[CH:7]=[CH:6][CH:5]=[CH:4][CH:3]=3)[CH2:24][CH2:23][C:12]=12)[C:38]1[CH:43]=[CH:42][CH:41]=[CH:40][CH:39]=1. (7) Given the reactants [H-].[Na+].[CH2:3]([OH:7])[C:4]#[C:5][CH3:6].[Cl:8][C:9]1[CH:14]=[C:13](Cl)[N:12]=[CH:11][N:10]=1.[Cl-].[NH4+], predict the reaction product. The product is: [Cl:8][C:9]1[CH:14]=[C:13]([O:7][CH2:3][C:4]#[C:5][CH3:6])[N:12]=[CH:11][N:10]=1. (8) Given the reactants [C:1]1([CH2:7][CH2:8][CH2:9][C:10]([OH:12])=O)[CH:6]=[CH:5][CH:4]=[CH:3][CH:2]=1.CN1CCOCC1.ClC(OCC(C)C)=O.[F:28][C:29]1[CH:30]=[C:31]([CH:33]=[CH:34][C:35]=1[O:36][C:37]1[CH:42]=[CH:41][N:40]=[C:39]2[CH:43]=[CH:44][S:45][C:38]=12)[NH2:32], predict the reaction product. The product is: [F:28][C:29]1[CH:30]=[C:31]([NH:32][C:10](=[O:12])[CH2:9][CH2:8][CH2:7][C:1]2[CH:2]=[CH:3][CH:4]=[CH:5][CH:6]=2)[CH:33]=[CH:34][C:35]=1[O:36][C:37]1[CH:42]=[CH:41][N:40]=[C:39]2[CH:43]=[CH:44][S:45][C:38]=12. (9) Given the reactants [CH3:1][O:2][C:3]1[CH:22]=[CH:21][C:6]([CH2:7][N:8]2[CH:12]=[C:11]([C:13]([N:15]([O:17][CH3:18])[CH3:16])=[O:14])[C:10]([CH:19]=[O:20])=[N:9]2)=[CH:5][CH:4]=1.[Si]([C:27]([F:30])([F:29])[F:28])(C)(C)C.CCCC[N+](CCCC)(CCCC)CCCC.[F-], predict the reaction product. The product is: [CH3:1][O:2][C:3]1[CH:4]=[CH:5][C:6]([CH2:7][N:8]2[CH:12]=[C:11]([C:13]([N:15]([O:17][CH3:18])[CH3:16])=[O:14])[C:10]([CH:19]([OH:20])[C:27]([F:30])([F:29])[F:28])=[N:9]2)=[CH:21][CH:22]=1. (10) Given the reactants [CH3:1][O:2][C:3](=[O:25])[C:4]([NH:14][C:15]([O:17][CH2:18][C:19]1[CH:24]=[CH:23][CH:22]=[CH:21][CH:20]=1)=[O:16])=[CH:5][C:6]1[CH:11]=[CH:10][C:9]([Br:12])=[C:8]([CH3:13])[CH:7]=1, predict the reaction product. The product is: [CH2:18]([O:17][C:15]([NH:14][C@@H:4]([CH2:5][C:6]1[CH:11]=[CH:10][C:9]([Br:12])=[C:8]([CH3:13])[CH:7]=1)[C:3]([O:2][CH3:1])=[O:25])=[O:16])[C:19]1[CH:20]=[CH:21][CH:22]=[CH:23][CH:24]=1.